This data is from Reaction yield outcomes from USPTO patents with 853,638 reactions. The task is: Predict the reaction yield, written as a fraction of the theoretical maximum amount of product (1.0 means a 100% yield; for example, 0.34 means a 34% yield). (1) The reactants are [Br:1][C:2]1[C:7]([CH2:8][CH:9]=[O:10])=[CH:6][CH:5]=[CH:4][N:3]=1.[Cl:11][C:12]1[CH:13]=[C:14]([Mg]Cl)[CH:15]=[CH:16][CH:17]=1.[Cl-].[NH4+]. The catalyst is C1COCC1. The product is [Br:1][C:2]1[C:7]([CH2:8][CH:9]([C:16]2[CH:15]=[CH:14][CH:13]=[C:12]([Cl:11])[CH:17]=2)[OH:10])=[CH:6][CH:5]=[CH:4][N:3]=1. The yield is 0.350. (2) The reactants are [SH:1][CH2:2][CH2:3][CH2:4][CH2:5][CH2:6][CH2:7][CH2:8][CH2:9][CH2:10][CH2:11][CH2:12][O:13][CH2:14][CH2:15][O:16][CH2:17][CH2:18][O:19][CH2:20][CH2:21][OH:22].[OH-:23].[Na+].II.C(Cl)Cl. The catalyst is C1COCC1. The product is [OH:22][CH2:21][CH2:20][O:19][CH2:18][CH2:17][O:16][CH2:15][CH2:14][O:13][CH2:12][CH2:11][CH2:10][CH2:9][CH2:8][CH2:7][CH2:6][CH2:5][CH2:4][CH2:3][CH2:2][S:1][S:1][CH2:2][CH2:3][CH2:4][CH2:5][CH2:6][CH2:7][CH2:8][CH2:9][CH2:10][CH2:11][CH2:12][O:23][CH2:14][CH2:15][O:16][CH2:17][CH2:18][O:19][CH2:20][CH2:21][OH:22]. The yield is 0.540. (3) The reactants are [CH3:1][O:2][C:3]1[CH:4]=[C:5]2[C:10](=[CH:11][C:12]=1[O:13][CH3:14])[N:9]=[CH:8][CH:7]=[C:6]2[O:15][C:16]1[CH:22]=[CH:21][C:19]([NH2:20])=[C:18]([CH3:23])[C:17]=1[CH3:24].C1(C)C=CC=CC=1.C(N(CC)CC)C.ClC(Cl)(O[C:43](=[O:49])[O:44][C:45](Cl)(Cl)Cl)Cl.[F:51][C:52]1[CH:53]=[C:54]([CH:59]=[CH:60][CH:61]=1)[O:55][CH2:56]CO. The catalyst is C(Cl)Cl. The product is [CH3:1][O:2][C:3]1[CH:4]=[C:5]2[C:10](=[CH:11][C:12]=1[O:13][CH3:14])[N:9]=[CH:8][CH:7]=[C:6]2[O:15][C:16]1[CH:22]=[CH:21][C:19]([NH:20][C:43](=[O:49])[O:44][CH2:45][CH2:56][O:55][C:54]2[CH:59]=[CH:60][CH:61]=[C:52]([F:51])[CH:53]=2)=[C:18]([CH3:23])[C:17]=1[CH3:24]. The yield is 0.670. (4) The reactants are [Cl:1][C:2]1[CH:37]=[CH:36][C:5]([CH2:6][O:7][C:8]2[C:33]([F:34])=[CH:32][C:11]([CH2:12][C:13]3[C:21]4[C:16](=[N:17][CH:18]=[CH:19][CH:20]=4)[N:15]([Si](C(C)C)(C(C)C)C(C)C)[CH:14]=3)=[C:10]([F:35])[CH:9]=2)=[CH:4][CH:3]=1.[F-].C([N+](CCCC)(CCCC)CCCC)CCC. The catalyst is O1CCCC1. The product is [Cl:1][C:2]1[CH:3]=[CH:4][C:5]([CH2:6][O:7][C:8]2[C:33]([F:34])=[CH:32][C:11]([CH2:12][C:13]3[C:21]4[C:16](=[N:17][CH:18]=[CH:19][CH:20]=4)[NH:15][CH:14]=3)=[C:10]([F:35])[CH:9]=2)=[CH:36][CH:37]=1. The yield is 0.289. (5) The reactants are C([Mg]Cl)(C)C.[Cl:6][C:7]1[N:17]=[CH:16][C:15]2[O:14][CH2:13][CH2:12][N:11]3[C:18](I)=[C:19]([I:21])[N:20]=[C:10]3[C:9]=2[CH:8]=1.[NH4+].[Cl-]. The catalyst is O1CCCC1. The product is [Cl:6][C:7]1[N:17]=[CH:16][C:15]2[O:14][CH2:13][CH2:12][N:11]3[CH:18]=[C:19]([I:21])[N:20]=[C:10]3[C:9]=2[CH:8]=1. The yield is 0.985.